From a dataset of Peptide-MHC class I binding affinity with 185,985 pairs from IEDB/IMGT. Regression. Given a peptide amino acid sequence and an MHC pseudo amino acid sequence, predict their binding affinity value. This is MHC class I binding data. (1) The binding affinity (normalized) is 0.0847. The peptide sequence is HPRARSMSS. The MHC is HLA-B27:05 with pseudo-sequence HLA-B27:05. (2) The peptide sequence is NPANKEESI. The MHC is HLA-B46:01 with pseudo-sequence HLA-B46:01. The binding affinity (normalized) is 0.0847. (3) The peptide sequence is DTSCDFESVT. The MHC is HLA-A02:01 with pseudo-sequence HLA-A02:01. The binding affinity (normalized) is 0. (4) The peptide sequence is KMYEYVFKG. The MHC is HLA-A02:06 with pseudo-sequence HLA-A02:06. The binding affinity (normalized) is 0.646.